This data is from Peptide-MHC class I binding affinity with 185,985 pairs from IEDB/IMGT. The task is: Regression. Given a peptide amino acid sequence and an MHC pseudo amino acid sequence, predict their binding affinity value. This is MHC class I binding data. (1) The peptide sequence is YMATTILEMV. The MHC is HLA-A02:01 with pseudo-sequence HLA-A02:01. The binding affinity (normalized) is 0.962. (2) The peptide sequence is DVSVDAMIHK. The MHC is HLA-A68:01 with pseudo-sequence HLA-A68:01. The binding affinity (normalized) is 0.496.